Dataset: Forward reaction prediction with 1.9M reactions from USPTO patents (1976-2016). Task: Predict the product of the given reaction. (1) Given the reactants [F:1][CH:2]([F:17])[O:3][C:4]1[CH:5]=[C:6]([CH:11]=[CH:12][C:13]=1[N+:14]([O-])=O)[C:7]([O:9][CH3:10])=[O:8].Cl[Sn]Cl.O, predict the reaction product. The product is: [NH2:14][C:13]1[CH:12]=[CH:11][C:6]([C:7]([O:9][CH3:10])=[O:8])=[CH:5][C:4]=1[O:3][CH:2]([F:1])[F:17]. (2) Given the reactants Br[C:2]1[CH:13]=[CH:12][C:5]2[N:6]([CH:9]([CH3:11])[CH3:10])[CH:7]=[N:8][C:4]=2[CH:3]=1.C([O-])(=O)C.[K+].[CH3:19][C:20]1([CH3:36])[C:24]([CH3:26])([CH3:25])[O:23][B:22]([B:22]2[O:23][C:24]([CH3:26])([CH3:25])[C:20]([CH3:36])([CH3:19])[O:21]2)[O:21]1, predict the reaction product. The product is: [CH:9]([N:6]1[C:5]2[CH:12]=[CH:13][C:2]([B:22]3[O:23][C:24]([CH3:26])([CH3:25])[C:20]([CH3:36])([CH3:19])[O:21]3)=[CH:3][C:4]=2[N:8]=[CH:7]1)([CH3:11])[CH3:10]. (3) Given the reactants [Cl:1][C:2]1[CH:3]=[C:4]2[C:8](=[CH:9][CH:10]=1)[N:7]([C:11]1[CH:16]=[CH:15][CH:14]=[C:13]([C:17]([F:20])([F:19])[F:18])[CH:12]=1)[C:6]([CH:21]([NH:28][C:29]1[CH:34]=[CH:33][C:32]([C:35]([N:37]([CH3:45])[CH2:38][CH2:39][C:40]([O:42]CC)=[O:41])=[O:36])=[CH:31][CH:30]=1)[CH2:22][CH2:23][CH2:24][CH2:25][CH2:26][CH3:27])=[CH:5]2.O1CCCC1.[OH-].[Na+], predict the reaction product. The product is: [Cl:1][C:2]1[CH:3]=[C:4]2[C:8](=[CH:9][CH:10]=1)[N:7]([C:11]1[CH:16]=[CH:15][CH:14]=[C:13]([C:17]([F:20])([F:19])[F:18])[CH:12]=1)[C:6]([CH:21]([NH:28][C:29]1[CH:30]=[CH:31][C:32]([C:35]([N:37]([CH3:45])[CH2:38][CH2:39][C:40]([OH:42])=[O:41])=[O:36])=[CH:33][CH:34]=1)[CH2:22][CH2:23][CH2:24][CH2:25][CH2:26][CH3:27])=[CH:5]2. (4) Given the reactants [C:1]([O:5][C:6](=[O:35])[C:7]1[CH:12]=[CH:11][C:10]([C:13](=[O:33])[CH2:14][C:15]([S:29]C(=O)C)([C:20]2[CH:25]=[C:24]([Cl:26])[C:23]([Cl:27])=[C:22]([Cl:28])[CH:21]=2)[C:16]([F:19])([F:18])[F:17])=[CH:9][C:8]=1[CH3:34])([CH3:4])([CH3:3])[CH3:2], predict the reaction product. The product is: [C:1]([O:5][C:6](=[O:35])[C:7]1[CH:12]=[CH:11][C:10]([C:13](=[O:33])[CH2:14][C:15]([SH:29])([C:20]2[CH:25]=[C:24]([Cl:26])[C:23]([Cl:27])=[C:22]([Cl:28])[CH:21]=2)[C:16]([F:17])([F:18])[F:19])=[CH:9][C:8]=1[CH3:34])([CH3:4])([CH3:3])[CH3:2]. (5) Given the reactants [Cl:1][C:2]1[CH:7]=[CH:6][C:5]([C:8]2[N:9]=[C:10]([S:27][CH2:28][C:29]3[CH:34]=[CH:33][CH:32]=[CH:31][N:30]=3)[N:11]([CH2:21][C:22]([O:24]CC)=[O:23])[C:12]=2[C:13]2[CH:18]=[CH:17][C:16]([O:19][CH3:20])=[CH:15][CH:14]=2)=[CH:4][CH:3]=1.[OH-].[Na+], predict the reaction product. The product is: [Cl:1][C:2]1[CH:3]=[CH:4][C:5]([C:8]2[N:9]=[C:10]([S:27][CH2:28][C:29]3[CH:34]=[CH:33][CH:32]=[CH:31][N:30]=3)[N:11]([CH2:21][C:22]([OH:24])=[O:23])[C:12]=2[C:13]2[CH:14]=[CH:15][C:16]([O:19][CH3:20])=[CH:17][CH:18]=2)=[CH:6][CH:7]=1. (6) Given the reactants [CH:1]([C@H:3]1[CH2:8][CH2:7][C@H:6]([CH2:9][C:10]([O:12][CH2:13][CH3:14])=[O:11])[CH2:5][CH2:4]1)=O.[C-:15]#[N:16].[Na+].[NH4+:18].[OH-].[NH4+].[Cl-], predict the reaction product. The product is: [NH2:18][CH:1]([C:15]#[N:16])[C@H:3]1[CH2:8][CH2:7][C@H:6]([CH2:9][C:10]([O:12][CH2:13][CH3:14])=[O:11])[CH2:5][CH2:4]1. (7) Given the reactants [S:1]1[C:5]([C:6]2[C:15]([N:16]([CH:18]([CH3:20])[CH3:19])[CH3:17])=[N:14][C:13]3[C:8](=[CH:9][CH:10]=[C:11]([C:21]([O:23]C)=[O:22])[CH:12]=3)[N:7]=2)=[CH:4][C:3]2[CH:25]=[CH:26][CH:27]=[CH:28][C:2]1=2.[OH-].[Na+].O, predict the reaction product. The product is: [S:1]1[C:5]([C:6]2[C:15]([N:16]([CH:18]([CH3:20])[CH3:19])[CH3:17])=[N:14][C:13]3[C:8](=[CH:9][CH:10]=[C:11]([C:21]([OH:23])=[O:22])[CH:12]=3)[N:7]=2)=[CH:4][C:3]2[CH:25]=[CH:26][CH:27]=[CH:28][C:2]1=2.